Task: Predict the reactants needed to synthesize the given product.. Dataset: Full USPTO retrosynthesis dataset with 1.9M reactions from patents (1976-2016) (1) Given the product [CH3:29][C:28]1[C:23]2[CH:22]=[CH:21][C:36]([OH:38])=[CH:35][C:25]=2[O:20][C:18](=[O:19])[CH:17]=1, predict the reactants needed to synthesize it. The reactants are: C(N([CH2:17][C:18]([OH:20])=[O:19])[CH2:17][C:18]([OH:20])=[O:19])CN([CH2:17][C:18]([OH:20])=[O:19])[CH2:17][C:18]([OH:20])=[O:19].[C:21](O)(=O)[CH2:22][C:23]([CH2:28][C:29](O)=O)([C:25](O)=O)O.N[CH2:35][C:36]([OH:38])=O.[OH-].[Na+]. (2) Given the product [CH3:1][N:2]1[CH:7]=[C:6]([N:2]([CH2:26][CH2:21][CH3:31])[CH2:7][CH2:6][CH3:5])[C:5]2=[CH:9][CH:10]=[CH:11][N:12]([C:13]3[CH:18]=[CH:17][C:16]([Cl:19])=[C:15]([Cl:20])[CH:14]=3)[C:4]2=[N:3]1, predict the reactants needed to synthesize it. The reactants are: [CH3:1][N:2]1[CH:7]=[C:6](Cl)[C:5]2=[CH:9][CH:10]=[CH:11][N:12]([C:13]3[CH:18]=[CH:17][C:16]([Cl:19])=[C:15]([Cl:20])[CH:14]=3)[C:4]2=[N:3]1.[C:21]1([CH3:31])[CH:26]=CC(S(O)(=O)=O)=CC=1. (3) Given the product [C:1]1([CH:7]([C:14]2[CH:19]=[CH:18][CH:17]=[CH:16][CH:15]=2)[N:8]2[CH2:11][CH:10]([CH2:12][NH2:13])[CH2:9]2)[CH:2]=[CH:3][CH:4]=[CH:5][CH:6]=1, predict the reactants needed to synthesize it. The reactants are: [C:1]1([CH:7]([C:14]2[CH:19]=[CH:18][CH:17]=[CH:16][CH:15]=2)[N:8]2[CH2:11][CH:10]([C:12]#[N:13])[CH2:9]2)[CH:6]=[CH:5][CH:4]=[CH:3][CH:2]=1.C1COCC1.[H-].[Al+3].[Li+].[H-].[H-].[H-]. (4) Given the product [CH2:50]([N:57]1[CH2:61][CH2:60][C@@H:59]([NH:62][C:2]2[N:7]=[CH:6][C:5](/[CH:8]=[CH:9]/[C:10]([O:12][CH2:13][CH3:14])=[O:11])=[CH:4][C:3]=2[CH3:15])[CH2:58]1)[C:51]1[CH:52]=[CH:53][CH:54]=[CH:55][CH:56]=1, predict the reactants needed to synthesize it. The reactants are: Br[C:2]1[N:7]=[CH:6][C:5](/[CH:8]=[CH:9]/[C:10]([O:12][CH2:13][CH3:14])=[O:11])=[CH:4][C:3]=1[CH3:15].C1(P(C2CCCCC2)C2C=CC=CC=2C2C(N(C)C)=CC=CC=2)CCCCC1.C(=O)([O-])[O-].[Cs+].[Cs+].[CH2:50]([N:57]1[CH2:61][CH2:60][C@@H:59]([NH2:62])[CH2:58]1)[C:51]1[CH:56]=[CH:55][CH:54]=[CH:53][CH:52]=1. (5) Given the product [Cl:1][C:2]1[CH:3]=[C:4]([N:8]([CH2:9][CH:10]2[CH2:11][NH:12][C:22]([NH2:21])=[N:13]2)[CH3:14])[CH:5]=[CH:6][CH:7]=1, predict the reactants needed to synthesize it. The reactants are: [Cl:1][C:2]1[CH:3]=[C:4]([N:8]([CH3:14])[CH2:9][CH:10]([NH2:13])[CH2:11][NH2:12])[CH:5]=[CH:6][CH:7]=1.C(=O)([O-])[O-].[K+].[K+].[N:21]#[C:22]Br.